Predict the product of the given reaction. From a dataset of Forward reaction prediction with 1.9M reactions from USPTO patents (1976-2016). (1) The product is: [CH3:28][O:29][C:30]([C:32]1[S:36][C:35]([C:16]2[N:17]=[C:18]3[C:10]([C:8](=[O:9])[NH:7][C@@H:2]([CH3:1])[C:3]([CH3:6])([CH3:5])[CH3:4])=[CH:11][N:12]([CH2:20][O:21][CH2:22][CH2:23][Si:24]([CH3:27])([CH3:26])[CH3:25])[C:13]3=[N:14][CH:15]=2)=[CH:34][CH:33]=1)=[O:31]. Given the reactants [CH3:1][C@H:2]([NH:7][C:8]([C:10]1[C:18]2[C:13](=[N:14][CH:15]=[C:16](Br)[N:17]=2)[N:12]([CH2:20][O:21][CH2:22][CH2:23][Si:24]([CH3:27])([CH3:26])[CH3:25])[CH:11]=1)=[O:9])[C:3]([CH3:6])([CH3:5])[CH3:4].[CH3:28][O:29][C:30]([C:32]1[S:36][C:35](B(O)O)=[CH:34][CH:33]=1)=[O:31].C([O-])([O-])=O.[Na+].[Na+], predict the reaction product. (2) Given the reactants Br[C:2]1[CH:3]=[C:4]([OH:8])[CH:5]=[CH:6][CH:7]=1.[CH3:9][O:10][C:11]([C:13]1[CH:18]=[CH:17][C:16](B(O)O)=[CH:15][CH:14]=1)=[O:12].C([O-])([O-])=O.[K+].[K+], predict the reaction product. The product is: [OH:8][C:4]1[CH:3]=[C:2]([C:16]2[CH:17]=[CH:18][C:13]([C:11]([O:10][CH3:9])=[O:12])=[CH:14][CH:15]=2)[CH:7]=[CH:6][CH:5]=1. (3) Given the reactants Br[C:2]1[CH:3]=[C:4]2[C:9](=[CH:10][CH:11]=1)[C:8](=[O:12])[N:7]([CH2:13][CH:14]([CH3:16])[CH3:15])[C:6]([CH2:17][NH:18][C:19](=[O:25])[O:20][C:21]([CH3:24])([CH3:23])[CH3:22])=[C:5]2[O:26][CH2:27][CH2:28][CH2:29][CH3:30].[C:31]1(OB(O)O)[CH:36]=[CH:35][CH:34]=[CH:33][CH:32]=1.C(=O)([O-])[O-].[Na+].[Na+].C1(C)C=CC=CC=1, predict the reaction product. The product is: [CH2:27]([O:26][C:5]1[C:4]2[C:9](=[CH:10][CH:11]=[C:2]([C:31]3[CH:36]=[CH:35][CH:34]=[CH:33][CH:32]=3)[CH:3]=2)[C:8](=[O:12])[N:7]([CH2:13][CH:14]([CH3:16])[CH3:15])[C:6]=1[CH2:17][NH:18][C:19](=[O:25])[O:20][C:21]([CH3:23])([CH3:22])[CH3:24])[CH2:28][CH2:29][CH3:30]. (4) Given the reactants [C:1](=O)([O-])[O-].[Cs+].[Cs+].[O:7]=[C:8]1[N:13]([C:14]2[CH:19]=[CH:18][CH:17]=[C:16]([C:20]([F:23])([F:22])[F:21])[CH:15]=2)[C:12]2[CH2:24][CH2:25][NH:26][C:27](=[O:28])[C:11]=2[CH:10]([C:29]2[CH:36]=[CH:35][C:32]([C:33]#[N:34])=[CH:31][C:30]=2[S:37]([CH3:40])(=[O:39])=[O:38])[NH:9]1.CN(C)C=O.CI, predict the reaction product. The product is: [CH3:40][S:37]([C:30]1[CH:31]=[C:32]([CH:35]=[CH:36][C:29]=1[CH:10]1[N:9]([CH3:1])[C:8](=[O:7])[N:13]([C:14]2[CH:19]=[CH:18][CH:17]=[C:16]([C:20]([F:21])([F:22])[F:23])[CH:15]=2)[C:12]2[CH2:24][CH2:25][NH:26][C:27](=[O:28])[C:11]1=2)[C:33]#[N:34])(=[O:38])=[O:39]. (5) Given the reactants [NH2:1][C:2]1[CH:7]=[CH:6][N:5]=[C:4]([C:8]([OH:10])=O)[C:3]=1[C:11]([OH:13])=[O:12].[Cl:14][C:15]1[S:19][C:18]([C:20](O)=[O:21])=[CH:17][CH:16]=1.ClC1SC(C(Cl)=O)=CC=1, predict the reaction product. The product is: [Cl:14][C:15]1[S:19][C:18]([C:20]([NH:1][C:2]2[CH:7]=[CH:6][N:5]=[C:4]3[C:8](=[O:10])[O:13][C:11](=[O:12])[C:3]=23)=[O:21])=[CH:17][CH:16]=1. (6) Given the reactants C[O:2][C:3](=O)[C@H:4]([CH:13]([CH3:15])[CH3:14])[NH:5][C:6]([O:8][C:9]([CH3:12])([CH3:11])[CH3:10])=[O:7].CC(C[AlH]CC(C)C)C, predict the reaction product. The product is: [C:9]([O:8][C:6]([NH:5][C@H:4]([CH:3]=[O:2])[CH:13]([CH3:14])[CH3:15])=[O:7])([CH3:11])([CH3:12])[CH3:10]. (7) Given the reactants [NH:1]1[C:5]2=[N:6][CH:7]=[CH:8][C:9]([NH:10][C:11]3C=CS[C:12]=3[C:16]([OH:18])=[O:17])=[C:4]2[CH:3]=[CH:2]1.N[C:20]1[S:21]C=C[C:24]=1C(OC)=O, predict the reaction product. The product is: [NH:1]1[C:5]2=[N:6][CH:7]=[CH:8][C:9]([NH:10][C:11]3[S:21][CH:20]=[CH:24][C:12]=3[C:16]([OH:18])=[O:17])=[C:4]2[CH:3]=[CH:2]1.